From a dataset of Forward reaction prediction with 1.9M reactions from USPTO patents (1976-2016). Predict the product of the given reaction. (1) Given the reactants Cl.[CH:2]([C:5]1[CH:13]=[CH:12][CH:11]=[C:10]2[C:6]=1[CH2:7][N:8]([CH2:17][C:18]1[C:23]([CH3:24])=[CH:22][C:21]([CH3:25])=[CH:20][C:19]=1[CH3:26])[CH:9]2[C:14](O)=[O:15])([CH3:4])[CH3:3].C(=O)([O-])[O-].[Na+].[Na+].CN(C(ON1N=NC2C=CC=NC1=2)=[N+](C)C)C.F[P-](F)(F)(F)(F)F.[CH3:57][O:58][C:59]1[C:64]([S:65]([NH2:68])(=[O:67])=[O:66])=[CH:63][CH:62]=[CH:61][N:60]=1, predict the reaction product. The product is: [CH:2]([C:5]1[CH:13]=[CH:12][CH:11]=[C:10]2[C:6]=1[CH2:7][N:8]([CH2:17][C:18]1[C:23]([CH3:24])=[CH:22][C:21]([CH3:25])=[CH:20][C:19]=1[CH3:26])[CH:9]2[C:14]([NH:68][S:65]([C:64]1[C:59]([O:58][CH3:57])=[N:60][CH:61]=[CH:62][CH:63]=1)(=[O:67])=[O:66])=[O:15])([CH3:4])[CH3:3]. (2) Given the reactants [Cl:1][C:2]1[CH:8]=[CH:7][C:5]([NH2:6])=[CH:4][C:3]=1[C:9]1[CH:14]=[CH:13][CH:12]=[CH:11][N:10]=1.[N:15]1([CH2:20][CH2:21][S:22]([C:25]2[CH:33]=[CH:32][C:28]([C:29](O)=[O:30])=[CH:27][CH:26]=2)(=[O:24])=[O:23])[CH:19]=[CH:18][N:17]=[CH:16]1, predict the reaction product. The product is: [N:15]1([CH2:20][CH2:21][S:22]([C:25]2[CH:33]=[CH:32][C:28]([C:29]([NH:6][C:5]3[CH:7]=[CH:8][C:2]([Cl:1])=[C:3]([C:9]4[CH:14]=[CH:13][CH:12]=[CH:11][N:10]=4)[CH:4]=3)=[O:30])=[CH:27][CH:26]=2)(=[O:23])=[O:24])[CH:19]=[CH:18][N:17]=[CH:16]1. (3) Given the reactants [CH3:1][N:2]([CH3:14])[CH2:3][CH2:4][C:5]([C:7]1[CH:12]=[CH:11][C:10]([CH3:13])=[CH:9][CH:8]=1)=[O:6].[H-].[H-].[H-].[H-].[Li+].[Al+3].[OH-].[Na+], predict the reaction product. The product is: [CH3:14][N:2]([CH3:1])[CH2:3][CH2:4][CH:5]([C:7]1[CH:8]=[CH:9][C:10]([CH3:13])=[CH:11][CH:12]=1)[OH:6]. (4) Given the reactants [C:1]([C:5]1[CH:10]=[CH:9][C:8]([N:11]2[C:15](=[O:16])[C:14]([CH3:18])([CH3:17])[N:13]([CH2:19][C:20]3[CH:25]=[CH:24][N:23]=[C:22](Cl)[CH:21]=3)[C:12]2=[O:27])=[CH:7][CH:6]=1)([CH3:4])([CH3:3])[CH3:2].[CH:28]1([NH2:31])[CH2:30][CH2:29]1, predict the reaction product. The product is: [C:1]([C:5]1[CH:10]=[CH:9][C:8]([N:11]2[C:15](=[O:16])[C:14]([CH3:18])([CH3:17])[N:13]([CH2:19][C:20]3[CH:25]=[CH:24][N:23]=[C:22]([NH:31][CH:28]4[CH2:30][CH2:29]4)[CH:21]=3)[C:12]2=[O:27])=[CH:7][CH:6]=1)([CH3:4])([CH3:3])[CH3:2]. (5) Given the reactants C[O:2][C:3](=[O:26])[CH:4](C(OC)=O)[CH2:5][CH2:6][CH2:7][CH2:8][CH2:9][CH2:10][CH2:11][CH2:12][CH2:13][CH2:14][CH2:15][CH2:16][CH2:17][CH2:18][C:19]([OH:21])=[O:20], predict the reaction product. The product is: [C:19]([OH:21])(=[O:20])[CH2:18][CH2:17][CH2:16][CH2:15][CH2:14][CH2:13][CH2:12][CH2:11][CH2:10][CH2:9][CH2:8][CH2:7][CH2:6][CH2:5][CH2:4][C:3]([OH:26])=[O:2].